This data is from Forward reaction prediction with 1.9M reactions from USPTO patents (1976-2016). The task is: Predict the product of the given reaction. (1) The product is: [CH3:16][O:15][C:6]1[C:7]2[CH:8]=[CH:9][O:10][C:11]=2[C:3]([CH:1]=[O:2])=[CH:4][CH:5]=1. Given the reactants [CH:1]([C:3]1[C:11]2[O:10][C:9](C(O)=O)=[CH:8][C:7]=2[C:6]([O:15][CH3:16])=[CH:5][CH:4]=1)=[O:2].O.Cl, predict the reaction product. (2) The product is: [CH2:1]([O:3][C:4](=[O:21])[C:5]1[CH:10]=[CH:9][C:8]([C:11]2[NH:20][C:14]3[N:15]=[CH:16][N:17]=[C:18]([NH:27][CH2:26][C:25]4[CH:28]=[CH:29][CH:30]=[C:23]([Cl:22])[CH:24]=4)[C:13]=3[CH:12]=2)=[CH:7][CH:6]=1)[CH3:2]. Given the reactants [CH2:1]([O:3][C:4](=[O:21])[C:5]1[CH:10]=[CH:9][C:8]([C:11]2[NH:20][C:14]3[N:15]=[CH:16][N:17]=[C:18](Cl)[C:13]=3[CH:12]=2)=[CH:7][CH:6]=1)[CH3:2].[Cl:22][C:23]1[CH:24]=[C:25]([CH:28]=[CH:29][CH:30]=1)[CH2:26][NH2:27], predict the reaction product. (3) Given the reactants [CH2:1]([N:3]([CH2:26][CH3:27])[C:4]([CH:6]1[C:18]2[C:17]3[C:12](=[CH:13][CH:14]=[CH:15][CH:16]=3)[N:11]([CH2:19][CH2:20][OH:21])[C:10]=2[C:9]2[CH:22]=[CH:23][CH:24]=[CH:25][C:8]=2[S:7]1)=[O:5])[CH3:2].[OH-].[K+].I[CH3:31], predict the reaction product. The product is: [CH2:26]([N:3]([CH2:1][CH3:2])[C:4]([CH:6]1[C:18]2[C:17]3[C:12](=[CH:13][CH:14]=[CH:15][CH:16]=3)[N:11]([CH2:19][CH2:20][O:21][CH3:31])[C:10]=2[C:9]2[CH:22]=[CH:23][CH:24]=[CH:25][C:8]=2[S:7]1)=[O:5])[CH3:27]. (4) Given the reactants [O:1]1[CH2:6][CH2:5][CH:4]([CH2:7][CH2:8][C:9]([OH:11])=[O:10])[CH2:3][CH2:2]1.O=S(Cl)Cl.CN(C=O)C.[Br:21]Br, predict the reaction product. The product is: [Br:21][CH:8]([CH2:7][CH:4]1[CH2:5][CH2:6][O:1][CH2:2][CH2:3]1)[C:9]([OH:11])=[O:10]. (5) Given the reactants FC(F)(F)S(O[C:7]1[C:8]([C:13]([O:15][CH3:16])=[O:14])=[N:9][CH:10]=[CH:11][CH:12]=1)(=O)=O.[F:19][C:20]1[CH:21]=[C:22](B(O)O)[CH:23]=[CH:24][C:25]=1[CH:26]=[O:27].C(=O)([O-])[O-].[K+].[K+], predict the reaction product. The product is: [F:19][C:20]1[CH:21]=[C:22]([C:7]2[C:8]([C:13]([O:15][CH3:16])=[O:14])=[N:9][CH:10]=[CH:11][CH:12]=2)[CH:23]=[CH:24][C:25]=1[CH:26]=[O:27]. (6) Given the reactants C1(P(C2CCCCC2)C2C=CC=CC=2C2C(C(C)C)=CC(C(C)C)=CC=2C(C)C)CCCCC1.[NH2:35][C:36]1[CH:41]=[C:40]([N:42]2[CH2:47][CH2:46][O:45][CH2:44][CH2:43]2)[N:39]=[CH:38][C:37]=1[C:48]1[CH:49]=[C:50]([CH:53]=[CH:54][CH:55]=1)[C:51]#[N:52].Cl[C:57]1[C:66]2[C:61](=[CH:62][C:63]([F:68])=[CH:64][C:65]=2[F:67])[N:60]=[C:59]([N:69]2[CH2:73][CH2:72][CH2:71][C:70]2=[O:74])[C:58]=1[CH3:75].CC(C)([O-])C.[Na+], predict the reaction product. The product is: [F:67][C:65]1[CH:64]=[C:63]([F:68])[CH:62]=[C:61]2[C:66]=1[C:57]([NH:35][C:36]1[CH:41]=[C:40]([N:42]3[CH2:47][CH2:46][O:45][CH2:44][CH2:43]3)[N:39]=[CH:38][C:37]=1[C:48]1[CH:49]=[C:50]([CH:53]=[CH:54][CH:55]=1)[C:51]#[N:52])=[C:58]([CH3:75])[C:59]([N:69]1[CH2:73][CH2:72][CH2:71][C:70]1=[O:74])=[N:60]2. (7) The product is: [CH3:35][O:34][C:32]([C:31]1[CH:44]([C:43]2[CH:46]=[CH:47][C:40]([N+:37]([O-:39])=[O:38])=[CH:41][CH:42]=2)[C:18]([C:17]([NH:16][CH2:15][CH2:14][CH2:13][N:10]2[CH2:9][CH2:8][C:7]([C:1]3[CH:6]=[CH:5][CH:4]=[CH:3][CH:2]=3)([C:23]3[CH:24]=[CH:25][CH:26]=[CH:27][CH:28]=3)[CH2:12][CH2:11]2)=[O:22])=[C:19]([CH3:21])[NH:29][C:30]=1[CH3:36])=[O:33]. Given the reactants [C:1]1([C:7]2([C:23]3[CH:28]=[CH:27][CH:26]=[CH:25][CH:24]=3)[CH2:12][CH2:11][N:10]([CH2:13][CH2:14][CH2:15][NH:16][C:17](=[O:22])[CH2:18][C:19]([CH3:21])=O)[CH2:9][CH2:8]2)[CH:6]=[CH:5][CH:4]=[CH:3][CH:2]=1.[NH2:29]/[C:30](/[CH3:36])=[CH:31]\[C:32]([O:34][CH3:35])=[O:33].[N+:37]([C:40]1[CH:47]=[CH:46][C:43]([CH:44]=O)=[CH:42][CH:41]=1)([O-:39])=[O:38], predict the reaction product. (8) Given the reactants CS(C)=O.FC(F)(F)C(OC(=O)C(F)(F)F)=O.[OH:18][CH:19]([C:30]1[CH:31]=[N:32][CH:33]=[CH:34][CH:35]=1)[C:20]([C:22]1[CH:27]=[CH:26][C:25]([S:28][CH3:29])=[CH:24][CH:23]=1)=[O:21].C(N(CC)CC)C, predict the reaction product. The product is: [CH3:29][S:28][C:25]1[CH:26]=[CH:27][C:22]([C:20](=[O:21])[C:19]([C:30]2[CH:31]=[N:32][CH:33]=[CH:34][CH:35]=2)=[O:18])=[CH:23][CH:24]=1.